From a dataset of Forward reaction prediction with 1.9M reactions from USPTO patents (1976-2016). Predict the product of the given reaction. (1) The product is: [C:24]([O:23][C:21]([N:8]([C:6]([O:5][C:1]([CH3:4])([CH3:3])[CH3:2])=[O:7])[C:9]1[CH:10]=[C:11]([F:20])[C:12]([C:15]([OH:17])=[O:16])=[N:13][CH:14]=1)=[O:22])([CH3:27])([CH3:26])[CH3:25]. Given the reactants [C:1]([O:5][C:6]([N:8]([C:21]([O:23][C:24]([CH3:27])([CH3:26])[CH3:25])=[O:22])[C:9]1[CH:10]=[C:11]([F:20])[C:12]([C:15]([O:17]CC)=[O:16])=[N:13][CH:14]=1)=[O:7])([CH3:4])([CH3:3])[CH3:2].O.[Li+].[OH-].C(O)(=O)CC(CC(O)=O)(C(O)=O)O, predict the reaction product. (2) Given the reactants [CH3:1][N+:2](C)([C:12]1[CH:17]=[CH:16][C:15]([CH3:18])=[CH:14][CH:13]=1)[C:3]1[C:11]2[O:10][CH2:9][O:8][C:7]=2[CH:6]=[CH:5][CH:4]=1.C1OCCOCCOCCOCCOCCOC1.[F-].[K+], predict the reaction product. The product is: [CH3:1][N:2]([C:12]1[CH:17]=[CH:16][C:15]([CH3:18])=[CH:14][CH:13]=1)[C:3]1[CH:4]=[CH:5][C:6]2[O:10][CH2:9][O:8][C:7]=2[CH:11]=1. (3) Given the reactants [F:1][C:2]1[C:11]2[C:6](=[CH:7][CH:8]=[CH:9][CH:10]=2)[C:5]([C@H:12]([NH:14][CH:15]2[CH2:19][CH2:18][C@@H:17]([C:20]3[CH:31]=[CH:30][C:23]([O:24][CH2:25][C:26]([O:28]C)=[O:27])=[CH:22][CH:21]=3)[CH2:16]2)[CH3:13])=[CH:4][CH:3]=1.[OH-].[K+].Cl, predict the reaction product. The product is: [F:1][C:2]1[C:11]2[C:6](=[CH:7][CH:8]=[CH:9][CH:10]=2)[C:5]([C@H:12]([NH:14][CH:15]2[CH2:19][CH2:18][C@@H:17]([C:20]3[CH:31]=[CH:30][C:23]([O:24][CH2:25][C:26]([OH:28])=[O:27])=[CH:22][CH:21]=3)[CH2:16]2)[CH3:13])=[CH:4][CH:3]=1. (4) Given the reactants [CH3:1][O:2][C:3]1[CH:11]=[CH:10][CH:9]=[C:8]2[C:4]=1[CH:5]=[C:6]([C:13]([O:15]C)=O)[N:7]2[CH3:12].[CH3:17][NH2:18], predict the reaction product. The product is: [CH3:17][NH:18][C:13]([C:6]1[N:7]([CH3:12])[C:8]2[C:4]([CH:5]=1)=[C:3]([O:2][CH3:1])[CH:11]=[CH:10][CH:9]=2)=[O:15].